The task is: Predict the reaction yield, written as a fraction of the theoretical maximum amount of product (1.0 means a 100% yield; for example, 0.34 means a 34% yield).. This data is from Reaction yield outcomes from USPTO patents with 853,638 reactions. (1) The reactants are O=[CH:2][C@H:3]([NH:5][C:6](=[O:12])[O:7][C:8]([CH3:11])([CH3:10])[CH3:9])[CH3:4].Cl.[NH2:14][OH:15].N1C=CC=CC=1. The catalyst is CO. The product is [OH:15][N:14]=[CH:2][C@H:3]([NH:5][C:6](=[O:12])[O:7][C:8]([CH3:11])([CH3:10])[CH3:9])[CH3:4]. The yield is 0.790. (2) The reactants are [NH2:1][C:2]1[CH:7]=[CH:6][CH:5]=[CH:4][C:3]=1[S:8]([NH2:11])(=[O:10])=[O:9].[Cl:12][C:13]1[CH:18]=[CH:17][C:16]([CH2:19][CH2:20][S:21](Cl)(=[O:23])=[O:22])=[CH:15][CH:14]=1. The catalyst is N1C=CC=CC=1. The product is [Cl:12][C:13]1[CH:14]=[CH:15][C:16]([CH2:19][CH2:20][S:21]([NH:1][C:2]2[CH:7]=[CH:6][CH:5]=[CH:4][C:3]=2[S:8]([NH2:11])(=[O:9])=[O:10])(=[O:23])=[O:22])=[CH:17][CH:18]=1. The yield is 0.0800.